This data is from Forward reaction prediction with 1.9M reactions from USPTO patents (1976-2016). The task is: Predict the product of the given reaction. Given the reactants [Br:1][C:2]1[CH:15]=[CH:14][C:13]2[C:12]3[C:7](=[CH:8][C:9]([Br:16])=[CH:10][CH:11]=3)[CH2:6][CH2:5][C:4]=2[CH:3]=1.C1C(=O)N(Br)C(=O)C1.C(OOC(=O)C1C=CC=CC=1)(=O)C1C=CC=CC=1.C([O-])(=O)C.[K+], predict the reaction product. The product is: [Br:1][C:2]1[CH:15]=[CH:14][C:13]2[C:12]3[C:7](=[CH:8][C:9]([Br:16])=[CH:10][CH:11]=3)[CH:6]=[CH:5][C:4]=2[CH:3]=1.